This data is from Full USPTO retrosynthesis dataset with 1.9M reactions from patents (1976-2016). The task is: Predict the reactants needed to synthesize the given product. (1) Given the product [C:1]([NH:5][S:6]([C:9]1[CH:10]=[CH:11][C:12]([N:15]2[C:16]([C:17]3[CH:22]=[CH:21][C:20]([O:23][CH3:24])=[C:19]([F:25])[CH:18]=3)=[CH:38][N:37]=[CH:36]2)=[CH:13][CH:14]=1)(=[O:8])=[O:7])([CH3:4])([CH3:3])[CH3:2], predict the reactants needed to synthesize it. The reactants are: [C:1]([NH:5][S:6]([C:9]1[CH:14]=[CH:13][C:12]([N:15]=[CH:16][C:17]2[CH:22]=[CH:21][C:20]([O:23][CH3:24])=[C:19]([F:25])[CH:18]=2)=[CH:11][CH:10]=1)(=[O:8])=[O:7])([CH3:4])([CH3:3])[CH3:2].S([CH2:36][N+:37]#[C-:38])(C1C=CC(C)=CC=1)(=O)=O.C([O-])([O-])=O.[K+].[K+].COCCOC. (2) Given the product [Cl:1][C:2]1[CH:3]=[CH:4][C:5]([CH2:6][N:7]2[C:12](=[O:13])[CH:11]=[CH:10][C:9]([C:14]3[CH:19]=[CH:18][C:17]([N:20]([CH2:36][CH2:35][N:33]([CH3:34])[CH3:32])[C:21](=[O:27])[O:22][C:23]([CH3:24])([CH3:25])[CH3:26])=[CH:16][CH:15]=3)=[CH:8]2)=[CH:28][CH:29]=1, predict the reactants needed to synthesize it. The reactants are: [Cl:1][C:2]1[CH:29]=[CH:28][C:5]([CH2:6][N:7]2[C:12](=[O:13])[CH:11]=[CH:10][C:9]([C:14]3[CH:19]=[CH:18][C:17]([NH:20][C:21](=[O:27])[O:22][C:23]([CH3:26])([CH3:25])[CH3:24])=[CH:16][CH:15]=3)=[CH:8]2)=[CH:4][CH:3]=1.[H-].[Na+].[CH3:32][N:33]([CH2:35][CH2:36]Cl)[CH3:34]. (3) Given the product [C:1]([O:4][C:5]1[CH:10]=[CH:9][C:8]([C:11]2[CH:16]=[CH:15][C:14]([C:17]([Cl:22])=[O:19])=[CH:13][CH:12]=2)=[CH:7][CH:6]=1)(=[O:3])[CH3:2], predict the reactants needed to synthesize it. The reactants are: [C:1]([O:4][C:5]1[CH:10]=[CH:9][C:8]([C:11]2[CH:16]=[CH:15][C:14]([C:17]([OH:19])=O)=[CH:13][CH:12]=2)=[CH:7][CH:6]=1)(=[O:3])[CH3:2].S(Cl)([Cl:22])=O. (4) Given the product [F:22][C:17]1[C:15]2[N:16]=[C:12]([CH2:8][CH2:9][C:10]#[C:11][C:2]3[CH:7]=[CH:6][CH:5]=[CH:4][N:3]=3)[O:13][C:14]=2[C:20]([F:21])=[CH:19][CH:18]=1, predict the reactants needed to synthesize it. The reactants are: Br[C:2]1[CH:7]=[CH:6][CH:5]=[CH:4][N:3]=1.[CH2:8]([C:12]1[O:13][C:14]2[C:20]([F:21])=[CH:19][CH:18]=[C:17]([F:22])[C:15]=2[N:16]=1)[CH2:9][C:10]#[CH:11]. (5) Given the product [Cl:1][C:2]1[CH:3]=[CH:4][C:5]2[C:19](=[O:20])[O:18][C:16](=[O:17])[C:7]3=[C:8]4[C:13](=[CH:14][C:15]=1[C:6]=23)[CH:12]=[CH:11][CH:10]=[CH:9]4, predict the reactants needed to synthesize it. The reactants are: [Cl:1][C:2]1[C:15]2[C:6](=[C:7]([C:16]([OH:18])=[O:17])[C:8]3[C:13]([CH:14]=2)=[CH:12][CH:11]=[CH:10][CH:9]=3)[C:5]([C:19](O)=[O:20])=[CH:4][CH:3]=1.C(OC(=O)C)(=O)C. (6) Given the product [CH3:11][C:2]1[S:14][C:13]([NH2:15])=[N:12][C:3]=1[C:5]1[CH:10]=[CH:9][CH:8]=[CH:7][CH:6]=1, predict the reactants needed to synthesize it. The reactants are: Br[CH:2]([CH3:11])[C:3]([C:5]1[CH:10]=[CH:9][CH:8]=[CH:7][CH:6]=1)=O.[NH2:12][C:13]([NH2:15])=[S:14]. (7) Given the product [CH3:32][S:33]([OH:36])(=[O:35])=[O:34].[F:1][C:2]1[CH:3]=[C:4]([NH:15][C:16]2[N:21]=[C:20]([NH:22][C:23]3[CH:24]=[C:25]([CH2:29][C:30]#[N:31])[CH:26]=[CH:27][CH:28]=3)[CH:19]=[CH:18][N:17]=2)[CH:5]=[CH:6][C:7]=1[N:8]1[CH2:13][CH2:12][N:11]([CH3:14])[CH2:10][CH2:9]1, predict the reactants needed to synthesize it. The reactants are: [F:1][C:2]1[CH:3]=[C:4]([NH:15][C:16]2[N:21]=[C:20]([NH:22][C:23]3[CH:24]=[C:25]([CH2:29][C:30]#[N:31])[CH:26]=[CH:27][CH:28]=3)[CH:19]=[CH:18][N:17]=2)[CH:5]=[CH:6][C:7]=1[N:8]1[CH2:13][CH2:12][N:11]([CH3:14])[CH2:10][CH2:9]1.[CH3:32][S:33]([OH:36])(=[O:35])=[O:34].